This data is from Peptide-MHC class I binding affinity with 185,985 pairs from IEDB/IMGT. The task is: Regression. Given a peptide amino acid sequence and an MHC pseudo amino acid sequence, predict their binding affinity value. This is MHC class I binding data. (1) The peptide sequence is LVKSAWLSL. The MHC is HLA-B07:02 with pseudo-sequence HLA-B07:02. The binding affinity (normalized) is 0.613. (2) The peptide sequence is MFKNFPFFK. The MHC is HLA-A02:03 with pseudo-sequence HLA-A02:03. The binding affinity (normalized) is 0.0847. (3) The peptide sequence is CEALLADGL. The MHC is HLA-A26:01 with pseudo-sequence HLA-A26:01. The binding affinity (normalized) is 0.0847. (4) The peptide sequence is MEDCPNEGV. The MHC is HLA-B46:01 with pseudo-sequence HLA-B46:01. The binding affinity (normalized) is 0.0847. (5) The peptide sequence is RTSKTSLER. The MHC is HLA-A68:01 with pseudo-sequence HLA-A68:01. The binding affinity (normalized) is 0.523. (6) The peptide sequence is ASDYSQGAF. The MHC is HLA-A26:01 with pseudo-sequence HLA-A26:01. The binding affinity (normalized) is 0.213. (7) The peptide sequence is MMWYWGPSLY. The MHC is HLA-A02:01 with pseudo-sequence HLA-A02:01. The binding affinity (normalized) is 0.493.